From a dataset of Full USPTO retrosynthesis dataset with 1.9M reactions from patents (1976-2016). Predict the reactants needed to synthesize the given product. (1) The reactants are: [Cl:1][C:2]1[C:7]([C:8]([OH:10])=[O:9])=[CH:6][N:5]=[C:4]2[NH:11][CH:12]=[CH:13][C:3]=12.[C:14]1([CH2:20]O)[CH:19]=[CH:18][CH:17]=[CH:16][CH:15]=1.Cl.CN(C)CCCN=C=NCC.O. Given the product [Cl:1][C:2]1[C:7]([C:8]([O:10][CH2:20][C:14]2[CH:19]=[CH:18][CH:17]=[CH:16][CH:15]=2)=[O:9])=[CH:6][N:5]=[C:4]2[NH:11][CH:12]=[CH:13][C:3]=12, predict the reactants needed to synthesize it. (2) Given the product [CH2:1]([O:3][C:4]1[C:9]([O:10][CH3:11])=[CH:8][C:7]2[C:19]([C:21]3[CH:30]=[CH:29][C:24]([C:25]([O:27][CH3:28])=[O:26])=[CH:23][CH:22]=3)=[N:18][C@@H:17]3[CH2:16][CH2:15][S:14](=[O:32])(=[O:31])[CH2:13][C@@H:12]3[C:6]=2[CH:5]=1)[CH3:2], predict the reactants needed to synthesize it. The reactants are: [CH2:1]([O:3][C:4]1[CH:5]=[C:6]([C@@H:12]2[C@H:17]([NH:18][C:19]([C:21]3[CH:30]=[CH:29][C:24]([C:25]([O:27][CH3:28])=[O:26])=[CH:23][CH:22]=3)=O)[CH2:16][CH2:15][S:14](=[O:32])(=[O:31])[CH2:13]2)[CH:7]=[CH:8][C:9]=1[O:10][CH3:11])[CH3:2].C([O-])([O-])=O.[K+].[K+].O=P(Cl)(Cl)Cl.